This data is from Full USPTO retrosynthesis dataset with 1.9M reactions from patents (1976-2016). The task is: Predict the reactants needed to synthesize the given product. (1) Given the product [ClH:13].[Cl:13][C:14]1[CH:19]=[CH:18][C:17]([C:20]2[C:21]([C:29]3[C:30]([O:37][CH3:38])=[CH:31][CH:32]=[CH:33][C:34]=3[O:35][CH3:36])=[CH:22][CH:23]=[C:24]([C:26]([NH:46][CH:47]([CH:52]([CH3:54])[CH3:53])[CH2:48][C:49]([OH:51])=[O:50])=[O:27])[CH:25]=2)=[CH:16][C:15]=1[O:39][CH2:40][CH2:41][CH2:42][N:43]([CH3:44])[CH3:45], predict the reactants needed to synthesize it. The reactants are: C1N=CN(C(N2C=NC=C2)=O)C=1.[Cl:13][C:14]1[CH:19]=[CH:18][C:17]([C:20]2[C:21]([C:29]3[C:34]([O:35][CH3:36])=[CH:33][CH:32]=[CH:31][C:30]=3[O:37][CH3:38])=[CH:22][CH:23]=[C:24]([C:26](O)=[O:27])[CH:25]=2)=[CH:16][C:15]=1[O:39][CH2:40][CH2:41][CH2:42][N:43]([CH3:45])[CH3:44].[NH2:46][CH:47]([CH:52]([CH3:54])[CH3:53])[CH2:48][C:49]([OH:51])=[O:50]. (2) Given the product [OH:15][CH2:16][C@H:14]1[N:12]2[C:11]3[N:10]([C:9](=[O:17])[CH2:8][CH2:7][C:6]=3[CH:5]=[CH:4][C:3]2=[O:2])[CH2:13]1, predict the reactants needed to synthesize it. The reactants are: C[O:2][C:3]1[N:12]=[C:11]2[C:6]([CH2:7][CH2:8][C:9](=[O:17])[N:10]2[CH2:13][C@@H:14]2[CH2:16][O:15]2)=[CH:5][CH:4]=1. (3) Given the product [F:1][C:2]1[N:7]=[CH:6][C:5]([C:8]2[CH:9]=[C:10]([NH:11][C:23](=[O:25])[CH3:24])[CH:12]=[CH:13][C:14]=2[O:15][C:16]2[CH:21]=[CH:20][CH:19]=[CH:18][CH:17]=2)=[CH:4][C:3]=1[CH3:22], predict the reactants needed to synthesize it. The reactants are: [F:1][C:2]1[N:7]=[CH:6][C:5]([C:8]2[CH:9]=[C:10]([CH:12]=[CH:13][C:14]=2[O:15][C:16]2[CH:21]=[CH:20][CH:19]=[CH:18][CH:17]=2)[NH2:11])=[CH:4][C:3]=1[CH3:22].[C:23](OC(=O)C)(=[O:25])[CH3:24]. (4) The reactants are: [F:1][C:2]1[CH:3]=[C:4]([NH2:23])[CH:5]=[CH:6][C:7]=1[O:8][C:9]1[CH:14]=[CH:13][N:12]=[CH:11][C:10]=1[C:15]#[C:16][C:17]1[CH:22]=[CH:21][CH:20]=[CH:19][N:18]=1.[F:24][C:25]1[CH:30]=[CH:29][C:28]([CH2:31][C:32]([N:34]=[C:35]=[O:36])=[O:33])=[CH:27][CH:26]=1.COC1C=CC(CNC2N=CN=C(OC3C=CC(NC(NC(=O)CC4C=CC(F)=CC=4)=O)=CC=3F)C=2)=CC=1.[ClH:75]. Given the product [ClH:75].[ClH:75].[F:1][C:2]1[CH:3]=[C:4]([NH:23][C:35]([NH:34][C:32](=[O:33])[CH2:31][C:28]2[CH:29]=[CH:30][C:25]([F:24])=[CH:26][CH:27]=2)=[O:36])[CH:5]=[CH:6][C:7]=1[O:8][C:9]1[CH:14]=[CH:13][N:12]=[CH:11][C:10]=1[C:15]#[C:16][C:17]1[CH:22]=[CH:21][CH:20]=[CH:19][N:18]=1, predict the reactants needed to synthesize it. (5) Given the product [F:8][C:6]1[C:5]([F:9])=[CH:4][C:3]2[NH:10][C:11](=[O:12])[NH:1][C:2]=2[CH:7]=1, predict the reactants needed to synthesize it. The reactants are: [NH2:1][C:2]1[CH:7]=[C:6]([F:8])[C:5]([F:9])=[CH:4][C:3]=1[NH2:10].[C:11](N1C=CN=C1)(N1C=CN=C1)=[O:12]. (6) Given the product [CH3:23][O:24][CH2:25][CH2:26][O:27][C:28]1[CH:34]=[CH:33][C:31]([NH:32][C:2]2[N:7]=[C:6]([NH:8][C:9]3[CH:10]=[C:11]([NH:15][C:16](=[O:19])[CH:17]=[CH2:18])[CH:12]=[CH:13][CH:14]=3)[C:5]([N+:20]([O-:22])=[O:21])=[CH:4][N:3]=2)=[CH:30][CH:29]=1, predict the reactants needed to synthesize it. The reactants are: Cl[C:2]1[N:7]=[C:6]([NH:8][C:9]2[CH:10]=[C:11]([NH:15][C:16](=[O:19])[CH:17]=[CH2:18])[CH:12]=[CH:13][CH:14]=2)[C:5]([N+:20]([O-:22])=[O:21])=[CH:4][N:3]=1.[CH3:23][O:24][CH2:25][CH2:26][O:27][C:28]1[CH:34]=[CH:33][C:31]([NH2:32])=[CH:30][CH:29]=1.Cl.